From a dataset of Full USPTO retrosynthesis dataset with 1.9M reactions from patents (1976-2016). Predict the reactants needed to synthesize the given product. (1) Given the product [NH2:22][C:3]1[C:2]([Br:1])=[CH:21][C:6]2[C:7]([C:17]([O:19][CH3:20])=[O:18])=[C:8]([C:10]3[CH:11]=[CH:12][C:13]([F:16])=[CH:14][CH:15]=3)[O:9][C:5]=2[CH:4]=1, predict the reactants needed to synthesize it. The reactants are: [Br:1][C:2]1[C:3]([N+:22]([O-])=O)=[CH:4][C:5]2[O:9][C:8]([C:10]3[CH:15]=[CH:14][C:13]([F:16])=[CH:12][CH:11]=3)=[C:7]([C:17]([O:19][CH3:20])=[O:18])[C:6]=2[CH:21]=1.[NH4+].[Cl-]. (2) Given the product [OH:8][CH2:9][CH2:10][CH2:11][N:12]1[C:20]2[C:15](=[CH:16][CH:17]=[CH:18][CH:19]=2)[C:14]2([C:32]3[C:23](=[CH:24][C:25]4[O:30][CH2:29][CH2:28][O:27][C:26]=4[CH:31]=3)[O:22][CH2:21]2)[C:13]1=[O:33], predict the reactants needed to synthesize it. The reactants are: C([O:8][CH2:9][CH2:10][CH2:11][N:12]1[C:20]2[C:15](=[CH:16][CH:17]=[CH:18][CH:19]=2)[C:14]2([C:32]3[C:23](=[CH:24][C:25]4[O:30][CH2:29][CH2:28][O:27][C:26]=4[CH:31]=3)[O:22][CH2:21]2)[C:13]1=[O:33])C1C=CC=CC=1.C(OC1C=CC(CN2C3C(=CC=CC=3)C3(COC4C=C5C(=CC3=4)CCO5)C2=O)=CC=1)C1C=CC=CC=1.